The task is: Regression/Classification. Given a drug SMILES string, predict its absorption, distribution, metabolism, or excretion properties. Task type varies by dataset: regression for continuous measurements (e.g., permeability, clearance, half-life) or binary classification for categorical outcomes (e.g., BBB penetration, CYP inhibition). Dataset: cyp3a4_veith.. This data is from CYP3A4 inhibition data for predicting drug metabolism from PubChem BioAssay. (1) The drug is FC(F)(F)c1ccccc1-c1nccc(-n2ccnc2)n1. The result is 1 (inhibitor). (2) The molecule is COc1ccc(-c2nc3cnc(N(C)C)nc3n(C)c2=O)cc1. The result is 0 (non-inhibitor). (3) The molecule is c1ccc(CSCCc2ccncc2)cc1. The result is 1 (inhibitor). (4) The drug is CCOC(=O)C(C)CC(C)C(=O)N1CCOCCN(C(=O)C(C)CC(C)C(=O)OCC)CCOCC1. The result is 1 (inhibitor). (5) The result is 0 (non-inhibitor). The molecule is CCOC(=O)COc1c(OC)cc(Cl)cc1C1Nc2ccccc2C(=O)N1c1ccc(F)cc1.